Dataset: Peptide-MHC class II binding affinity with 134,281 pairs from IEDB. Task: Regression. Given a peptide amino acid sequence and an MHC pseudo amino acid sequence, predict their binding affinity value. This is MHC class II binding data. (1) The MHC is DRB1_1101 with pseudo-sequence DRB1_1101. The peptide sequence is MFFVKNPTDTGHGTV. The binding affinity (normalized) is 0.593. (2) The binding affinity (normalized) is 0.565. The MHC is HLA-DQA10102-DQB10602 with pseudo-sequence HLA-DQA10102-DQB10602. The peptide sequence is GDEQKLRSAGELELQFRRVK. (3) The peptide sequence is AEEVEKIEKTEEPAP. The MHC is DRB1_1501 with pseudo-sequence DRB1_1501. The binding affinity (normalized) is 0.211. (4) The peptide sequence is FTLTVAWRTATLILA. The MHC is DRB1_0701 with pseudo-sequence DRB1_0701. The binding affinity (normalized) is 0.829. (5) The peptide sequence is AGLLGVVSTVLLGGV. The MHC is DRB5_0101 with pseudo-sequence DRB5_0101. The binding affinity (normalized) is 0.109. (6) The peptide sequence is KKWRDVPYLTKRQDK. The MHC is DRB1_1301 with pseudo-sequence DRB1_1301. The binding affinity (normalized) is 0.470.